From a dataset of Peptide-MHC class I binding affinity with 185,985 pairs from IEDB/IMGT. Regression. Given a peptide amino acid sequence and an MHC pseudo amino acid sequence, predict their binding affinity value. This is MHC class I binding data. (1) The peptide sequence is NPVPVGNIY. The MHC is HLA-A02:03 with pseudo-sequence HLA-A02:03. The binding affinity (normalized) is 0.0124. (2) The peptide sequence is YTAVVPLVK. The MHC is Mamu-A02 with pseudo-sequence Mamu-A02. The binding affinity (normalized) is 0.317. (3) The peptide sequence is VPRRKAKII. The MHC is HLA-B44:02 with pseudo-sequence HLA-B44:02. The binding affinity (normalized) is 0.0101. (4) The peptide sequence is YSHLLPTQR. The MHC is HLA-A33:01 with pseudo-sequence HLA-A33:01. The binding affinity (normalized) is 0.372. (5) The MHC is HLA-B40:01 with pseudo-sequence HLA-B40:01. The peptide sequence is FPVTPQVPL. The binding affinity (normalized) is 0. (6) The peptide sequence is MHYKLDEVL. The MHC is HLA-A02:11 with pseudo-sequence HLA-A02:11. The binding affinity (normalized) is 0.0847. (7) The peptide sequence is SPAIFQCSM. The MHC is HLA-B07:02 with pseudo-sequence HLA-B07:02. The binding affinity (normalized) is 0.562. (8) The peptide sequence is VAATMANEM. The MHC is HLA-B35:01 with pseudo-sequence HLA-B35:01. The binding affinity (normalized) is 0.413. (9) The peptide sequence is IRKVEWPDL. The MHC is HLA-A69:01 with pseudo-sequence HLA-A69:01. The binding affinity (normalized) is 0.0847. (10) The peptide sequence is VFKAMETFK. The MHC is HLA-A03:01 with pseudo-sequence HLA-A03:01. The binding affinity (normalized) is 0.594.